This data is from Full USPTO retrosynthesis dataset with 1.9M reactions from patents (1976-2016). The task is: Predict the reactants needed to synthesize the given product. (1) Given the product [C:1]([C:3]1[CH:4]=[C:5]([C:9]2[CH:10]=[CH:11][C:12]([C:15]([CH3:20])([CH3:19])[C:16]([NH:26][CH:23]([CH2:24][CH3:25])[CH2:22][CH3:21])=[O:18])=[CH:13][CH:14]=2)[CH:6]=[N:7][CH:8]=1)#[N:2], predict the reactants needed to synthesize it. The reactants are: [C:1]([C:3]1[CH:4]=[C:5]([C:9]2[CH:14]=[CH:13][C:12]([C:15]([CH3:20])([CH3:19])[C:16]([OH:18])=O)=[CH:11][CH:10]=2)[CH:6]=[N:7][CH:8]=1)#[N:2].[CH3:21][CH2:22][CH:23]([NH2:26])[CH2:24][CH3:25]. (2) Given the product [Br:1][C:2]1[CH:11]=[CH:10][CH:9]=[C:8]2[C:3]=1[C:4]([NH:52][CH2:53][C:54]1[CH:59]=[CH:58][CH:57]=[CH:56][N:55]=1)=[N:5][C:6]([C:12]1[CH:13]=[N:14][CH:15]=[N:16][CH:17]=1)=[N:7]2, predict the reactants needed to synthesize it. The reactants are: [Br:1][C:2]1[CH:11]=[CH:10][CH:9]=[C:8]2[C:3]=1[C:4](O)=[N:5][C:6]([C:12]1[CH:13]=[N:14][CH:15]=[N:16][CH:17]=1)=[N:7]2.C(N(C(C)C)CC)(C)C.C1CN([P+](Br)(N2CCCC2)N2CCCC2)CC1.F[P-](F)(F)(F)(F)F.[NH2:52][CH2:53][C:54]1[CH:59]=[CH:58][CH:57]=[CH:56][N:55]=1. (3) Given the product [Br:1][C:2]1[CH:9]=[CH:8][C:5]([CH2:6][Cl:13])=[C:4]([CH3:10])[CH:3]=1, predict the reactants needed to synthesize it. The reactants are: [Br:1][C:2]1[CH:9]=[CH:8][C:5]([CH2:6]O)=[C:4]([CH3:10])[CH:3]=1.S(Cl)([Cl:13])=O. (4) Given the product [CH2:1]([N:8]1[CH2:13][CH2:12][C@@H:11]([OH:14])[C@H:10]([CH3:15])[CH2:9]1)[C:2]1[CH:3]=[CH:4][CH:5]=[CH:6][CH:7]=1, predict the reactants needed to synthesize it. The reactants are: [CH2:1]([N:8]1[CH2:13][CH2:12][C:11](=[O:14])[CH:10]([CH3:15])[CH2:9]1)[C:2]1[CH:7]=[CH:6][CH:5]=[CH:4][CH:3]=1.P(=O)(O)(O)O.[BH4-].[Na+]. (5) Given the product [Cl:24][C:18]1[CH:17]=[C:16]([CH2:15][CH2:14][C:5]2([CH:9]3[CH2:13][CH2:12][CH2:11][CH2:10]3)[O:4][C:3](=[O:25])[C:2]([S:26][C:27]3[N:28]([CH3:32])[CH:29]=[CH:30][N:31]=3)=[C:7]([OH:8])[CH2:6]2)[CH:21]=[CH:20][C:19]=1[O:22][CH3:23], predict the reactants needed to synthesize it. The reactants are: Cl[CH:2]1[C:7](=[O:8])[CH2:6][C:5]([CH2:14][CH2:15][C:16]2[CH:21]=[CH:20][C:19]([O:22][CH3:23])=[C:18]([Cl:24])[CH:17]=2)([CH:9]2[CH2:13][CH2:12][CH2:11][CH2:10]2)[O:4][C:3]1=[O:25].[SH:26][C:27]1[N:28]([CH3:32])[CH:29]=[CH:30][N:31]=1. (6) The reactants are: [CH2:1]([N:7]([CH2:13][C:14]([O:16]C)=[O:15])[CH2:8][C:9]([O:11]C)=[O:10])[CH2:2][CH2:3][CH2:4][C:5]#[CH:6].[OH-].[K+]. Given the product [CH2:1]([N:7]([CH2:13][C:14]([OH:16])=[O:15])[CH2:8][C:9]([OH:11])=[O:10])[CH2:2][CH2:3][CH2:4][C:5]#[CH:6], predict the reactants needed to synthesize it. (7) Given the product [N:41]1[CH:37]=[CH:36][CH:35]=[C:40]([O:54][C:25]2[CH:24]=[C:23]([NH:28][C:10]([C:2]3[NH:1][C:5]4[CH:6]=[CH:7][C:8]([CH3:45])=[CH:9][C:4]=4[N:3]=3)=[O:12])[CH:22]=[CH:27][CH:26]=2)[CH:39]=1, predict the reactants needed to synthesize it. The reactants are: [N:1]1[C:5]2[CH:6]=[CH:7][CH:8]=[CH:9][C:4]=2[NH:3][C:2]=1[C:10]([OH:12])=O.CN(C(ON1N=[N:28][C:23]2[CH:24]=[CH:25][CH:26]=[CH:27][C:22]1=2)=[N+](C)C)C.[B-](F)(F)(F)F.[CH:35]1[CH:36]=[CH:37]C2N(O)N=[N:41][C:39]=2[CH:40]=1.[CH3:45]CN(C(C)C)C(C)C.[OH2:54]. (8) Given the product [CH:1]1([CH:7]([NH:19][C:20]2[CH:21]=[CH:22][C:23]([C:26]([NH:28][CH2:29][CH2:30][C:31]([O:33][CH2:34][CH3:35])=[O:32])=[O:27])=[CH:24][CH:25]=2)[C:8]2[O:9][C:10]3[CH:17]=[CH:16][C:15]([O:18][CH2:43][C:41]4[CH:40]=[CH:39][N:38]=[C:37]([F:36])[CH:42]=4)=[CH:14][C:11]=3[C:12]=2[CH3:13])[CH2:6][CH2:5][CH2:4][CH2:3][CH2:2]1, predict the reactants needed to synthesize it. The reactants are: [CH:1]1([CH:7]([NH:19][C:20]2[CH:25]=[CH:24][C:23]([C:26]([NH:28][CH2:29][CH2:30][C:31]([O:33][CH2:34][CH3:35])=[O:32])=[O:27])=[CH:22][CH:21]=2)[C:8]2[O:9][C:10]3[CH:17]=[CH:16][C:15]([OH:18])=[CH:14][C:11]=3[C:12]=2[CH3:13])[CH2:6][CH2:5][CH2:4][CH2:3][CH2:2]1.[F:36][C:37]1[CH:42]=[C:41]([CH2:43]O)[CH:40]=[CH:39][N:38]=1.C(P(CCCC)CCCC)CCC.N(C(N1CCCCC1)=O)=NC(N1CCCCC1)=O.